Dataset: Reaction yield outcomes from USPTO patents with 853,638 reactions. Task: Predict the reaction yield, written as a fraction of the theoretical maximum amount of product (1.0 means a 100% yield; for example, 0.34 means a 34% yield). (1) The reactants are [F:1][C:2]1[CH:3]=[N+:4]([O-])[CH:5]=[CH:6][CH:7]=1.[CH2:9]([N:11](CC)CC)C.C[Si](C#N)(C)C. The catalyst is C(#N)C. The product is [C:9]([C:3]1[C:2]([F:1])=[CH:7][CH:6]=[CH:5][N:4]=1)#[N:11]. The yield is 0.700. (2) The reactants are C(OC([N:8]1[CH2:12][CH:11]([CH2:13][CH2:14][CH2:15][CH2:16][CH3:17])[CH2:10][CH2:9]1)=O)(C)(C)C.[NH2:18][CH:19]([CH:23]1[CH:28]([OH:29])[CH:27]([OH:30])[CH:26]([OH:31])[CH:25]([CH2:32][CH2:33][CH3:34])[O:24]1)[CH:20]([CH3:22])[CH3:21].C(N(CC)CC)C.FC(F)(F)[C:44](=N[Si](C)(C)C)[O:45][Si](C)(C)C.CN(C(ON1N=NC2C=CC=NC1=2)=[N+](C)C)C.F[P-](F)(F)(F)(F)F.FC(F)(F)C(O)=O. The catalyst is CN(C=O)C.O.ClCCCl. The product is [CH3:21][CH:20]([CH3:22])[CH:19]([NH:18][C:44]([CH:9]1[CH2:10][CH:11]([CH2:13][CH2:14][CH2:15][CH2:16][CH3:17])[CH2:12][NH:8]1)=[O:45])[CH:23]1[CH:28]([OH:29])[CH:27]([OH:30])[CH:26]([OH:31])[CH:25]([CH2:32][CH2:33][CH3:34])[O:24]1. The yield is 0.430. (3) The reactants are [NH2:1][C:2]1[C:3]([C:7]([NH:9][C:10]2[CH:15]=[CH:14][C:13]([F:16])=[C:12]([Br:17])[CH:11]=2)=O)=[N:4][S:5][N:6]=1.COC1C=CC(P2(=S)SP(C3C=CC(OC)=CC=3)(=S)[S:27]2)=CC=1. The catalyst is C1(C)C=CC=CC=1.C(OCC)(=O)C. The product is [NH2:1][C:2]1[C:3]([C:7](=[S:27])[NH:9][C:10]2[CH:15]=[CH:14][C:13]([F:16])=[C:12]([Br:17])[CH:11]=2)=[N:4][S:5][N:6]=1. The yield is 0.550. (4) The reactants are [C:1](Cl)(=[O:6])[C:2]([CH3:5])([CH3:4])[CH3:3].[C:8]1([C:14]#[C:15][C:16]2[CH:34]=[CH:33][C:19]([C:20]([NH:22][C:23]3[CH:28]=[CH:27][CH:26]=[CH:25][C:24]=3[S:29](=[O:32])(=[O:31])[NH2:30])=[O:21])=[CH:18][CH:17]=2)[CH:13]=[CH:12][CH:11]=[CH:10][CH:9]=1. The catalyst is CN(C)C1C=CN=CC=1.O1CCCC1. The product is [C:8]1([C:14]#[C:15][C:16]2[CH:34]=[CH:33][C:19]([C:20]([NH:22][C:23]3[CH:28]=[CH:27][CH:26]=[CH:25][C:24]=3[S:29]([NH:30][C:1](=[O:6])[C:2]([CH3:5])([CH3:4])[CH3:3])(=[O:31])=[O:32])=[O:21])=[CH:18][CH:17]=2)[CH:9]=[CH:10][CH:11]=[CH:12][CH:13]=1. The yield is 0.730. (5) The reactants are [O:1]1[CH2:6][CH2:5][CH:4]([OH:7])[CH2:3][CH2:2]1.[H-].[Na+].[F:10][C:11]([F:39])([F:38])[C:12]1[CH:13]=[C:14]([CH:35]=[CH:36][CH:37]=1)[CH2:15][NH:16][C:17](=[O:34])[C:18]1[CH:23]=[CH:22][N:21]=[C:20]([C:24]2[CH:29]=[C:28](F)[CH:27]=[CH:26][C:25]=2[N+:31]([O-:33])=[O:32])[CH:19]=1. The catalyst is CN(C)C=O.C(OCC)(=O)C. The product is [F:38][C:11]([F:10])([F:39])[C:12]1[CH:13]=[C:14]([CH:35]=[CH:36][CH:37]=1)[CH2:15][NH:16][C:17](=[O:34])[C:18]1[CH:23]=[CH:22][N:21]=[C:20]([C:24]2[CH:29]=[C:28]([O:7][CH:4]3[CH2:5][CH2:6][O:1][CH2:2][CH2:3]3)[CH:27]=[CH:26][C:25]=2[N+:31]([O-:33])=[O:32])[CH:19]=1. The yield is 0.970. (6) The reactants are [C:1]([C:3]1[CH:8]=[CH:7][C:6]([C:9]2[CH:10]=[N:11][N:12]3[CH:17]=[CH:16][C:15]([C:18]4[CH:26]=[CH:25][C:21]([C:22](O)=[O:23])=[CH:20][CH:19]=4)=[N:14][C:13]=23)=[CH:5][CH:4]=1)#[N:2].CN1CCO[CH2:30][CH2:29]1.CN(C(ON1N=[N:49][C:44]2C=[CH:46][CH:47]=[N:48][C:43]1=2)=[N+](C)C)C.F[P-](F)(F)(F)(F)F.CN1CCNCC1. The catalyst is CN(C=O)C.CCOC(C)=O. The product is [CH2:29]([N:48]1[CH2:43][CH2:44][N:49]([C:22]([C:21]2[CH:25]=[CH:26][C:18]([C:15]3[CH:16]=[CH:17][N:12]4[N:11]=[CH:10][C:9]([C:6]5[CH:5]=[CH:4][C:3]([C:1]#[N:2])=[CH:8][CH:7]=5)=[C:13]4[N:14]=3)=[CH:19][CH:20]=2)=[O:23])[CH2:46][CH2:47]1)[CH3:30]. The yield is 0.974.